From a dataset of Reaction yield outcomes from USPTO patents with 853,638 reactions. Predict the reaction yield, written as a fraction of the theoretical maximum amount of product (1.0 means a 100% yield; for example, 0.34 means a 34% yield). (1) The reactants are C1O[C:4]2([C@@:9]3([CH3:24])[CH2:10][C:11]4[CH:12]=[N:13][N:14]([C:17]5[CH:22]=[CH:21][C:20]([F:23])=[CH:19][CH:18]=5)[C:15]=4[CH:16]=[C:8]3[CH2:7][CH2:6][CH2:5]2)[O:3]C1.Cl.C([O-])(O)=O.[Na+]. The catalyst is C1COCC1. The product is [F:23][C:20]1[CH:21]=[CH:22][C:17]([N:14]2[C:15]3[CH:16]=[C:8]4[CH2:7][CH2:6][CH2:5][C:4](=[O:3])[C@@:9]4([CH3:24])[CH2:10][C:11]=3[CH:12]=[N:13]2)=[CH:18][CH:19]=1. The yield is 1.00. (2) The reactants are [Cl:1][C:2]1[CH:3]=[C:4]([CH:7]=[CH:8][CH:9]=1)[CH:5]=O.[N:10]1[CH:15]=[CH:14][CH:13]=[C:12]([CH2:16][C:17]#[N:18])[CH:11]=1.[OH-].[Na+]. The catalyst is CC(O)C. The product is [Cl:1][C:2]1[CH:3]=[C:4](/[CH:5]=[C:16](/[C:12]2[CH:11]=[N:10][CH:15]=[CH:14][CH:13]=2)\[C:17]#[N:18])[CH:7]=[CH:8][CH:9]=1. The yield is 0.280. (3) The reactants are [C:1]([C:5]1[CH:10]=[CH:9][C:8]([N+:11]([O-:13])=[O:12])=[CH:7][C:6]=1[CH2:14][NH2:15])([CH3:4])([CH3:3])[CH3:2].[CH3:16][C:17]([O:20][C:21](O[C:21]([O:20][C:17]([CH3:19])([CH3:18])[CH3:16])=[O:22])=[O:22])([CH3:19])[CH3:18]. The catalyst is C1COCC1.O. The product is [C:1]([C:5]1[CH:10]=[CH:9][C:8]([N+:11]([O-:13])=[O:12])=[CH:7][C:6]=1[CH2:14][NH:15][C:21](=[O:22])[O:20][C:17]([CH3:19])([CH3:18])[CH3:16])([CH3:4])([CH3:2])[CH3:3]. The yield is 0.780. (4) The reactants are C([O:3][C:4]([C:6]1[CH:7]=[N:8][C:9]2[C:14]([C:15]=1[OH:16])=[CH:13][CH:12]=[CH:11][CH:10]=2)=[O:5])C. The catalyst is [OH-].[Na+]. The product is [O:16]=[C:15]1[C:14]2[C:9](=[CH:10][CH:11]=[CH:12][CH:13]=2)[NH:8][CH:7]=[C:6]1[C:4]([OH:5])=[O:3]. The yield is 0.920. (5) The product is [NH2:5][C:4]1[C:3]2[C:2](=[C:9]([Br:10])[CH:8]=[C:7]([N+:11]([O-:13])=[O:12])[CH:6]=2)[N:1]=[C:15]([OH:16])[N:14]=1. No catalyst specified. The yield is 0.890. The reactants are [NH2:1][C:2]1[C:9]([Br:10])=[CH:8][C:7]([N+:11]([O-:13])=[O:12])=[CH:6][C:3]=1[C:4]#[N:5].[NH2:14][C:15](N)=[O:16].C(=O)(O)[O-].